From a dataset of Forward reaction prediction with 1.9M reactions from USPTO patents (1976-2016). Predict the product of the given reaction. (1) The product is: [CH3:1][N:2]1[CH:6]=[C:5]([C:7]2[CH:8]=[CH:9][N:10]=[CH:11][CH:12]=2)[C:4]([C:13]2[CH:18]=[CH:17][C:16]([O:19][CH:30]([C:21]3[CH:22]=[CH:23][C:24]4[C:29](=[CH:28][CH:27]=[CH:26][CH:25]=4)[N:20]=3)[CH3:31])=[CH:15][CH:14]=2)=[N:3]1. Given the reactants [CH3:1][N:2]1[CH:6]=[C:5]([C:7]2[CH:12]=[CH:11][N:10]=[CH:9][CH:8]=2)[C:4]([C:13]2[CH:18]=[CH:17][C:16]([OH:19])=[CH:15][CH:14]=2)=[N:3]1.[N:20]1[C:29]2[C:24](=[CH:25][CH:26]=[CH:27][CH:28]=2)[CH:23]=[CH:22][C:21]=1[CH:30](O)[CH3:31].C1(P(C2C=CC=CC=2)C2C=CC=CC=2)C=CC=CC=1.C(OC([N+](C(OC(C)(C)C)=O)=[N-])=O)(C)(C)C.[OH-].[Na+], predict the reaction product. (2) The product is: [F:1][C:2]1[CH:7]=[C:6]([F:8])[C:5]([F:9])=[CH:4][C:3]=1[NH:10][C:11]1[O:38][C:15]([C:16]([NH:18][C:19]2[CH:24]=[CH:23][C:22]([C@H:25]3[CH2:30][CH2:29][C@H:28]([CH:31]([CH3:37])[C:32]([O:34][CH2:35][CH3:36])=[O:33])[CH2:27][CH2:26]3)=[CH:21][CH:20]=2)=[O:17])=[N:13][N:14]=1. Given the reactants [F:1][C:2]1[CH:7]=[C:6]([F:8])[C:5]([F:9])=[CH:4][C:3]=1[N:10]=[C:11]=S.[NH:13]([C:15](=[O:38])[C:16]([NH:18][C:19]1[CH:24]=[CH:23][C:22]([C@H:25]2[CH2:30][CH2:29][C@H:28]([CH:31]([CH3:37])[C:32]([O:34][CH2:35][CH3:36])=[O:33])[CH2:27][CH2:26]2)=[CH:21][CH:20]=1)=[O:17])[NH2:14].CCN=C=NCCCN(C)C.O, predict the reaction product. (3) Given the reactants [CH3:1][C:2]1([CH3:22])[O:7][C:6]2[CH:8]=[CH:9][C:10]([C:12]3[CH:17]=[CH:16][CH:15]=[C:14]([C:18]([F:21])([F:20])[F:19])[CH:13]=3)=[N:11][C:5]=2[NH:4][CH2:3]1.C(N(CC)CC)C.ClC(Cl)(O[C:34](=[O:40])OC(Cl)(Cl)Cl)Cl.[N:42]1[CH:47]=[CH:46][C:45]([NH2:48])=[CH:44][CH:43]=1, predict the reaction product. The product is: [CH3:1][C:2]1([CH3:22])[O:7][C:6]2[CH:8]=[CH:9][C:10]([C:12]3[CH:17]=[CH:16][CH:15]=[C:14]([C:18]([F:19])([F:21])[F:20])[CH:13]=3)=[N:11][C:5]=2[N:4]([C:34]([NH:48][C:45]2[CH:46]=[CH:47][N:42]=[CH:43][CH:44]=2)=[O:40])[CH2:3]1.